Task: Regression. Given a peptide amino acid sequence and an MHC pseudo amino acid sequence, predict their binding affinity value. This is MHC class I binding data.. Dataset: Peptide-MHC class I binding affinity with 185,985 pairs from IEDB/IMGT (1) The peptide sequence is IEGQPVEVL. The MHC is Mamu-B01 with pseudo-sequence Mamu-B01. The binding affinity (normalized) is 0. (2) The peptide sequence is LRKERLAKL. The MHC is HLA-A26:01 with pseudo-sequence HLA-A26:01. The binding affinity (normalized) is 0.0847.